Dataset: Forward reaction prediction with 1.9M reactions from USPTO patents (1976-2016). Task: Predict the product of the given reaction. (1) Given the reactants [Cl:1][C:2]1[C:7]([N+:8]([O-])=O)=[C:6]([O:11][CH3:12])[N:5]=[C:4]([N:13]2[CH2:18][CH2:17][O:16][CH2:15][CH2:14]2)[CH:3]=1, predict the reaction product. The product is: [Cl:1][C:2]1[CH:3]=[C:4]([N:13]2[CH2:18][CH2:17][O:16][CH2:15][CH2:14]2)[N:5]=[C:6]([O:11][CH3:12])[C:7]=1[NH2:8]. (2) Given the reactants [Br:1][C:2]1[CH:3]=[CH:4][C:5]([C:8]2[CH2:12][C@@H:11]([CH2:13][O:14][CH2:15][CH2:16]O)[O:10][N:9]=2)=[N:6][CH:7]=1.Cl.[C:19]([O:23][C:24](=[O:28])[CH2:25][NH:26][CH3:27])([CH3:22])([CH3:21])[CH3:20].C(O[BH-](OC(=O)C)OC(=O)C)(=O)C.[Na+], predict the reaction product. The product is: [Br:1][C:2]1[CH:3]=[CH:4][C:5]([C:8]2[CH2:12][C@@H:11]([CH2:13][O:14][CH2:15][CH2:16][N:26]([CH3:27])[CH2:25][C:24]([O:23][C:19]([CH3:22])([CH3:21])[CH3:20])=[O:28])[O:10][N:9]=2)=[N:6][CH:7]=1. (3) Given the reactants [C:1]([C:3]1[C:4]([C:17]([F:20])([F:19])[F:18])=[C:5]2[C:9](=[CH:10][CH:11]=1)[N:8]([CH2:12][C:13](O)=O)[C:7]([CH3:16])=[CH:6]2)#[N:2].[F:21][C:22]([F:34])([F:33])[C:23]1[N:28]=[CH:27][C:26]([C:29]([NH:31][NH2:32])=[O:30])=[CH:25][CH:24]=1, predict the reaction product. The product is: [CH3:16][C:7]1[N:8]([CH2:12][C:13]2[O:30][C:29]([C:26]3[CH:27]=[N:28][C:23]([C:22]([F:33])([F:21])[F:34])=[CH:24][CH:25]=3)=[N:31][N:32]=2)[C:9]2[C:5]([CH:6]=1)=[C:4]([C:17]([F:19])([F:18])[F:20])[C:3]([C:1]#[N:2])=[CH:11][CH:10]=2. (4) Given the reactants Cl[C:2]1[C:10]([C:11]([F:14])([F:13])[F:12])=[CH:9][CH:8]=[CH:7][C:3]=1[C:4]([Cl:6])=[O:5].[CH3:15]C1C(C(F)(F)F)=CC=CC=1C(O)=O.ClC1C(C(F)(F)F)=CC=CC=1C(O)=O, predict the reaction product. The product is: [CH3:15][C:2]1[C:10]([C:11]([F:14])([F:13])[F:12])=[CH:9][CH:8]=[CH:7][C:3]=1[C:4]([Cl:6])=[O:5]. (5) Given the reactants [CH3:1][O:2][C:3]1[CH:8]=[C:7]([O:9][CH3:10])[CH:6]=[CH:5][C:4]=1[C:11](=O)[CH2:12][C:13]([O:15][CH2:16][CH3:17])=[O:14].[NH2:19][CH2:20][CH2:21][NH:22][C:23](=[O:29])[O:24][C:25]([CH3:28])([CH3:27])[CH3:26].C(O)(=O)C, predict the reaction product. The product is: [C:25]([O:24][C:23]([NH:22][CH2:21][CH2:20][NH:19]/[C:11](/[C:4]1[CH:5]=[CH:6][C:7]([O:9][CH3:10])=[CH:8][C:3]=1[O:2][CH3:1])=[CH:12]\[C:13]([O:15][CH2:16][CH3:17])=[O:14])=[O:29])([CH3:28])([CH3:27])[CH3:26]. (6) Given the reactants O=[C:2]1[CH2:8][CH2:7][CH2:6][N:5]([C:9]([O:11][C:12]([CH3:15])([CH3:14])[CH3:13])=[O:10])[CH2:4][CH2:3]1.[CH2:16]([NH2:23])[C:17]1[CH:22]=[CH:21][CH:20]=[CH:19][CH:18]=1.O1CCCC1.C(O)(=O)C.C(O[BH-](OC(=O)C)OC(=O)C)(=O)C.[Na+], predict the reaction product. The product is: [CH2:16]([NH:23][CH:2]1[CH2:8][CH2:7][CH2:6][N:5]([C:9]([O:11][C:12]([CH3:15])([CH3:14])[CH3:13])=[O:10])[CH2:4][CH2:3]1)[C:17]1[CH:22]=[CH:21][CH:20]=[CH:19][CH:18]=1. (7) Given the reactants [Cl-].O[NH3+:3].[C:4](=[O:7])([O-])[OH:5].[Na+].CS(C)=O.[CH2:13]([C:17]1[N:18]=[C:19]([CH3:50])[N:20]([CH2:39][C:40]2[N:44]=[C:43]([C:45]3[CH:49]=[CH:48][S:47][CH:46]=3)[O:42][N:41]=2)[C:21](=[O:38])[C:22]=1[CH2:23][C:24]1[CH:29]=[CH:28][C:27]([C:30]2[C:31]([C:36]#[N:37])=[CH:32][CH:33]=[CH:34][CH:35]=2)=[CH:26][CH:25]=1)[CH2:14][CH2:15][CH3:16], predict the reaction product. The product is: [CH2:13]([C:17]1[N:18]=[C:19]([CH3:50])[N:20]([CH2:39][C:40]2[N:44]=[C:43]([C:45]3[CH:49]=[CH:48][S:47][CH:46]=3)[O:42][N:41]=2)[C:21](=[O:38])[C:22]=1[CH2:23][C:24]1[CH:29]=[CH:28][C:27]([C:30]2[CH:35]=[CH:34][CH:33]=[CH:32][C:31]=2[C:36]2[NH:3][C:4](=[O:7])[O:5][N:37]=2)=[CH:26][CH:25]=1)[CH2:14][CH2:15][CH3:16].